Dataset: Full USPTO retrosynthesis dataset with 1.9M reactions from patents (1976-2016). Task: Predict the reactants needed to synthesize the given product. Given the product [CH3:1][O:2][C:3]1[CH:4]=[CH:5][C:6]([CH2:7][O:8][C:9]2[C:18](=[O:19])[C:17]3[C:12](=[C:13]([C:20]([NH:22][CH2:30][CH2:31][N:32]4[CH2:36][CH2:35][CH2:34][CH2:33]4)=[O:21])[CH:14]=[CH:15][CH:16]=3)[N:11]([CH3:23])[CH:10]=2)=[CH:24][CH:25]=1, predict the reactants needed to synthesize it. The reactants are: [CH3:1][O:2][C:3]1[CH:25]=[CH:24][C:6]([CH2:7][O:8][C:9]2[C:18](=[O:19])[C:17]3[C:12](=[C:13]([C:20]([NH2:22])=[O:21])[CH:14]=[CH:15][CH:16]=3)[N:11]([CH3:23])[CH:10]=2)=[CH:5][CH:4]=1.[H-].[Na+].Cl.Cl[CH2:30][CH2:31][N:32]1[CH2:36][CH2:35][CH2:34][CH2:33]1.C(N(CC)CC)C.